Dataset: Peptide-MHC class I binding affinity with 185,985 pairs from IEDB/IMGT. Task: Regression. Given a peptide amino acid sequence and an MHC pseudo amino acid sequence, predict their binding affinity value. This is MHC class I binding data. (1) The peptide sequence is KRSTPFYTK. The MHC is HLA-B73:01 with pseudo-sequence HLA-B73:01. The binding affinity (normalized) is 0.0847. (2) The peptide sequence is DNAFNCTFEY. The binding affinity (normalized) is 0.549. The MHC is HLA-A26:01 with pseudo-sequence HLA-A26:01. (3) The peptide sequence is SIFTVFDL. The MHC is H-2-Kb with pseudo-sequence H-2-Kb. The binding affinity (normalized) is 0.307. (4) The peptide sequence is KAGQVVTIW. The MHC is Patr-B0101 with pseudo-sequence Patr-B0101. The binding affinity (normalized) is 0.322.